From a dataset of Peptide-MHC class I binding affinity with 185,985 pairs from IEDB/IMGT. Regression. Given a peptide amino acid sequence and an MHC pseudo amino acid sequence, predict their binding affinity value. This is MHC class I binding data. (1) The peptide sequence is LPTKLRPSA. The MHC is HLA-B51:01 with pseudo-sequence HLA-B51:01. The binding affinity (normalized) is 0.0847. (2) The peptide sequence is AMYYAVLSEY. The MHC is HLA-A11:01 with pseudo-sequence HLA-A11:01. The binding affinity (normalized) is 0.584.